From a dataset of Catalyst prediction with 721,799 reactions and 888 catalyst types from USPTO. Predict which catalyst facilitates the given reaction. (1) Reactant: C([O:4][C:5]([C:7]1[C:16]2[C:11](=[CH:12][CH:13]=[CH:14][CH:15]=2)[C:10]([C:17](OC(C)C)=[O:18])=[CH:9][C:8]=1[Br:23])=O)(C)C.[H-].C([Al+]CC(C)C)C(C)C.C1(C)C=CC=CC=1.[Cl-].[NH4+]. Product: [Br:23][C:8]1[CH:9]=[C:10]([CH2:17][OH:18])[C:11]2[C:16](=[CH:15][CH:14]=[CH:13][CH:12]=2)[C:7]=1[CH2:5][OH:4]. The catalyst class is: 4. (2) Reactant: [F:1][C:2]1[CH:7]=[C:6]([F:8])[CH:5]=[CH:4][C:3]=1[C@@H:9]1[CH2:13][NH:12][CH2:11][C@H:10]1[C:14]([O:16][CH3:17])=[O:15].C(N(CC)C(C)C)(C)C.Cl[C:28]1[CH:33]=[CH:32][C:31]([C:34]#[N:35])=[CH:30][N:29]=1. Product: [C:34]([C:31]1[CH:32]=[CH:33][C:28]([N:12]2[CH2:13][C@@H:9]([C:3]3[CH:4]=[CH:5][C:6]([F:8])=[CH:7][C:2]=3[F:1])[C@H:10]([C:14]([O:16][CH3:17])=[O:15])[CH2:11]2)=[N:29][CH:30]=1)#[N:35]. The catalyst class is: 10. (3) Reactant: CN(C)C=O.C(O)(=O)C.[OH:10][CH2:11][CH2:12][CH2:13][CH:14]1[CH2:19][CH2:18][NH:17][CH2:16][CH:15]1[C:20]([O:22][CH3:23])=[O:21].C(N(CC)CC)C.Br[CH2:32][CH2:33][S:34][C:35]1[S:36][CH:37]=[CH:38][CH:39]=1. Product: [OH:10][CH2:11][CH2:12][CH2:13][CH:14]1[CH2:19][CH2:18][N:17]([CH2:32][CH2:33][S:34][C:35]2[S:36][CH:37]=[CH:38][CH:39]=2)[CH2:16][CH:15]1[C:20]([O:22][CH3:23])=[O:21]. The catalyst class is: 84. (4) Reactant: [CH3:1][O:2][CH2:3][CH2:4][N:5]1[CH:14]2[CH2:15][CH2:16][CH:6]1[C:7]1[CH:8]=[C:9]([NH2:17])[CH:10]=[CH:11][C:12]=1[CH2:13]2.Cl[C:19]1[N:24]=[C:23]([NH:25][C:26]2[C:35]([F:36])=[CH:34][CH:33]=[CH:32][C:27]=2[C:28]([NH:30][CH3:31])=[O:29])[C:22]([Cl:37])=[CH:21][N:20]=1.C12(CS(O)(=O)=O)C(C)(C)C(CC1)CC2=O.C(=O)([O-])[O-]. Product: [Cl:37][C:22]1[C:23]([NH:25][C:26]2[C:35]([F:36])=[CH:34][CH:33]=[CH:32][C:27]=2[C:28]([NH:30][CH3:31])=[O:29])=[N:24][C:19]([NH:17][C:9]2[CH:10]=[CH:11][C:12]3[CH2:13][CH:14]4[N:5]([CH2:4][CH2:3][O:2][CH3:1])[CH:6]([CH2:16][CH2:15]4)[C:7]=3[CH:8]=2)=[N:20][CH:21]=1. The catalyst class is: 32. (5) The catalyst class is: 14. Product: [C:26]([C:24]1[CH:25]=[C:17]([C:15]([NH:14][C:5]2([C:3]([OH:4])=[O:2])[CH2:6][C:7]3[C:12](=[CH:11][CH:10]=[CH:9][CH:8]=3)[CH2:13]2)=[O:16])[C:18]2[CH2:19][CH2:20][C:21]([CH3:31])([CH3:30])[C:22]=2[CH:23]=1)([CH3:27])([CH3:28])[CH3:29]. Reactant: C[O:2][C:3]([C:5]1([NH:14][C:15]([C:17]2[C:18]3[CH2:19][CH2:20][C:21]([CH3:31])([CH3:30])[C:22]=3[CH:23]=[C:24]([C:26]([CH3:29])([CH3:28])[CH3:27])[CH:25]=2)=[O:16])[CH2:13][C:12]2[C:7](=[CH:8][CH:9]=[CH:10][CH:11]=2)[CH2:6]1)=[O:4].[OH-].[K+].O. (6) Reactant: [H-].[Na+].[CH:3]1[CH:8]=[CH:7][C:6]([CH2:9]Br)=[CH:5][CH:4]=1.O.CCO[C:15]([CH3:17])=[O:16]. Product: [CH2:9]([O:16][CH2:15][C:17]1[CH:7]=[CH:8][CH:3]=[CH:4][CH:5]=1)[C:6]1[CH:7]=[CH:8][CH:3]=[CH:4][CH:5]=1. The catalyst class is: 3. (7) Reactant: [CH3:1][C:2]1[O:3][C:4]2[CH:10]=[CH:9][C:8]([NH2:11])=[CH:7][C:5]=2[CH:6]=1.CS[C:14](SC)=[CH:15][N+:16]([O-:18])=[O:17].C(N(CC)CC)C.[NH2:28][CH:29]1[CH2:35][CH2:34][C:33]2[CH:36]=[CH:37][CH:38]=[CH:39][C:32]=2[N:31]([CH2:40][C:41]([N:43]2[CH2:47][CH2:46][CH2:45][CH2:44]2)=[O:42])[C:30]1=[O:48]. Product: [CH3:1][C:2]1[O:3][C:4]2[CH:10]=[CH:9][C:8]([NH:11][C:14]([NH:28][CH:29]3[CH2:35][CH2:34][C:33]4[CH:36]=[CH:37][CH:38]=[CH:39][C:32]=4[N:31]([CH2:40][C:41]([N:43]4[CH2:44][CH2:45][CH2:46][CH2:47]4)=[O:42])[C:30]3=[O:48])=[CH:15][N+:16]([O-:18])=[O:17])=[CH:7][C:5]=2[CH:6]=1. The catalyst class is: 8. (8) Product: [Cl:3][C:4]1[CH:9]=[CH:8][C:7]([S:10][C:12]2[N:13]=[C:14]([CH3:27])[NH:15][C:16]=2[C:17]2[CH:18]=[CH:19][C:20]([S:23]([CH3:26])(=[O:24])=[O:25])=[CH:21][CH:22]=2)=[CH:6][CH:5]=1. The catalyst class is: 37. Reactant: [H-].[Na+].[Cl:3][C:4]1[CH:9]=[CH:8][C:7]([SH:10])=[CH:6][CH:5]=1.I[C:12]1[N:13]=[C:14]([CH3:27])[NH:15][C:16]=1[C:17]1[CH:22]=[CH:21][C:20]([S:23]([CH3:26])(=[O:25])=[O:24])=[CH:19][CH:18]=1. (9) Reactant: C(OC([N:8]1[CH2:32][CH2:31][C:11]2([O:15][N:14]=[C:13]([C:16]([N:18]3[CH2:23][CH2:22][N:21]([C:24]4[C:29]([Cl:30])=[CH:28][CH:27]=[CH:26][N:25]=4)[CH2:20][CH2:19]3)=[O:17])[CH2:12]2)[CH2:10][CH2:9]1)=O)(C)(C)C.Cl.C(O)(C)C. Product: [ClH:30].[Cl:30][C:29]1[C:24]([N:21]2[CH2:20][CH2:19][N:18]([C:16]([C:13]3[CH2:12][C:11]4([CH2:31][CH2:32][NH:8][CH2:9][CH2:10]4)[O:15][N:14]=3)=[O:17])[CH2:23][CH2:22]2)=[N:25][CH:26]=[CH:27][CH:28]=1. The catalyst class is: 5. (10) Reactant: [CH2:1]([C:3]1[NH:4][C:5]([I:9])=[C:6]([I:8])[N:7]=1)[CH3:2].Br[CH2:11][CH2:12][NH:13][C:14]([O:16][C:17]([CH3:20])([CH3:19])[CH3:18])=[O:15]. Product: [C:17]([O:16][C:14](=[O:15])[NH:13][CH2:12][CH2:11][N:4]1[C:5]([I:9])=[C:6]([I:8])[N:7]=[C:3]1[CH2:1][CH3:2])([CH3:20])([CH3:19])[CH3:18]. The catalyst class is: 61.